This data is from Reaction yield outcomes from USPTO patents with 853,638 reactions. The task is: Predict the reaction yield, written as a fraction of the theoretical maximum amount of product (1.0 means a 100% yield; for example, 0.34 means a 34% yield). (1) The reactants are [C:1]([O:4][CH:5]1[CH2:12][CH:11]2[CH:7]([CH2:8][CH:9]([N:13](C(OC(C)(C)C)=O)[CH2:14][C:15]([N:17]3[CH2:21][CH2:20][CH2:19][CH:18]3[C:22]#[N:23])=[O:16])[CH2:10]2)[CH2:6]1)(=[O:3])[CH3:2].[ClH:31]. The catalyst is CCOCC. The product is [ClH:31].[C:1]([O:4][CH:5]1[CH2:6][CH:7]2[CH:11]([CH2:10][CH:9]([NH:13][CH2:14][C:15]([N:17]3[CH2:21][CH2:20][CH2:19][CH:18]3[C:22]#[N:23])=[O:16])[CH2:8]2)[CH2:12]1)(=[O:3])[CH3:2]. The yield is 0.470. (2) The reactants are [O:1]=[C:2]1[C:7](C(OCC)=O)=[CH:6][NH:5][N:4]2[CH:13]=[CH:14][CH:15]=[C:3]12.[Na+].[Cl-].O. The catalyst is CS(C)=O. The product is [NH:5]1[CH:6]=[CH:7][C:2](=[O:1])[C:3]2=[CH:15][CH:14]=[CH:13][N:4]12. The yield is 0.670.